From a dataset of CYP1A2 inhibition data for predicting drug metabolism from PubChem BioAssay. Regression/Classification. Given a drug SMILES string, predict its absorption, distribution, metabolism, or excretion properties. Task type varies by dataset: regression for continuous measurements (e.g., permeability, clearance, half-life) or binary classification for categorical outcomes (e.g., BBB penetration, CYP inhibition). Dataset: cyp1a2_veith. (1) The compound is O=C(O)c1ccccc1-c1ccccc1C(=O)c1ccccc1. The result is 0 (non-inhibitor). (2) The compound is CC(=O)N1N=C(c2ccc(C)o2)CC1c1ccc(Br)cc1. The result is 1 (inhibitor). (3) The molecule is COc1ccc2sc3ccccc3c(=O)c2c1OC. The result is 1 (inhibitor). (4) The compound is C[NH2+]CCCCC[NH2+]CCC1C[C@H]2CCC[C@@H](C1)C2. The result is 0 (non-inhibitor).